This data is from Reaction yield outcomes from USPTO patents with 853,638 reactions. The task is: Predict the reaction yield, written as a fraction of the theoretical maximum amount of product (1.0 means a 100% yield; for example, 0.34 means a 34% yield). (1) The reactants are [Cl:1][C:2]1[N:3]=[C:4]([N:11]2[CH2:16][CH2:15][O:14][CH2:13][CH2:12]2)[C:5]2[S:10][CH:9]=[CH:8][C:6]=2[N:7]=1.[Li]CCCC.CN(C)[CH:24]=[O:25]. The catalyst is O1CCCC1. The product is [Cl:1][C:2]1[N:3]=[C:4]([N:11]2[CH2:16][CH2:15][O:14][CH2:13][CH2:12]2)[C:5]2[S:10][C:9]([CH:24]=[O:25])=[CH:8][C:6]=2[N:7]=1. The yield is 0.770. (2) The reactants are I[C:2]1[CH:7]=[C:6]([C:8]([F:11])([F:10])[F:9])[CH:5]=[CH:4][C:3]=1[NH:12][S:13]([C:16]1[CH:21]=[CH:20][CH:19]=[C:18]([CH:22]([CH3:24])[CH3:23])[CH:17]=1)(=[O:15])=[O:14].[CH3:25][O:26][C:27](=[O:38])[C:28]1[CH:33]=[CH:32][C:31]([CH:34]([OH:37])[C:35]#[CH:36])=[CH:30][CH:29]=1.C(NCC)C. The catalyst is [Cu].CN(C)C=O. The product is [CH3:25][O:26][C:27](=[O:38])[C:28]1[CH:33]=[CH:32][C:31]([CH:34]([OH:37])[C:35]2[N:12]([S:13]([C:16]3[CH:21]=[CH:20][CH:19]=[C:18]([CH:22]([CH3:24])[CH3:23])[CH:17]=3)(=[O:15])=[O:14])[C:3]3[C:2]([CH:36]=2)=[CH:7][C:6]([C:8]([F:11])([F:10])[F:9])=[CH:5][CH:4]=3)=[CH:30][CH:29]=1. The yield is 0.820. (3) The reactants are [C:1]1([C:7]2[C:11]([C:12]([O:14][CH3:15])=[O:13])=[C:10]([C:16]([O:18]C)=[O:17])[O:9][N:8]=2)[CH:6]=[CH:5][CH:4]=[CH:3][CH:2]=1.O.[Li+].[OH-]. The catalyst is CO. The product is [CH3:15][O:14][C:12]([C:11]1[C:7]([C:1]2[CH:6]=[CH:5][CH:4]=[CH:3][CH:2]=2)=[N:8][O:9][C:10]=1[C:16]([OH:18])=[O:17])=[O:13]. The yield is 0.970. (4) The reactants are [C:1]([O:5][C:6](=[O:17])[NH:7][CH2:8][C:9]1[C:14](Br)=[CH:13][N:12]=[C:11]([NH2:16])[CH:10]=1)([CH3:4])([CH3:3])[CH3:2].[Cl:18][C:19]1[CH:24]=[C:23]([Cl:25])[CH:22]=[CH:21][C:20]=1B(O)O.C([O-])([O-])=O.[Na+].[Na+]. The catalyst is COCCOC.CCOC(C)=O.C1C=CC([P]([Pd]([P](C2C=CC=CC=2)(C2C=CC=CC=2)C2C=CC=CC=2)([P](C2C=CC=CC=2)(C2C=CC=CC=2)C2C=CC=CC=2)[P](C2C=CC=CC=2)(C2C=CC=CC=2)C2C=CC=CC=2)(C2C=CC=CC=2)C2C=CC=CC=2)=CC=1. The product is [C:1]([O:5][C:6](=[O:17])[NH:7][CH2:8][C:9]1[C:14]([C:22]2[CH:21]=[CH:20][C:19]([Cl:18])=[CH:24][C:23]=2[Cl:25])=[CH:13][N:12]=[C:11]([NH2:16])[CH:10]=1)([CH3:4])([CH3:3])[CH3:2]. The yield is 0.590. (5) The reactants are Br[C:2]1[C:12]([N+:13]([O-:15])=[O:14])=[CH:11][CH:10]=[CH:9][C:3]=1[C:4]([O:6][CH2:7]C)=[O:5].[C:16]([O:20][C:21]([N:23]1[CH2:28][CH2:27][NH:26][CH2:25][CH2:24]1)=[O:22])([CH3:19])([CH3:18])[CH3:17].C([O-])([O-])=O.[Na+].[Na+]. The catalyst is C(O)CCC. The product is [C:16]([O:20][C:21]([N:23]1[CH2:28][CH2:27][N:26]([C:2]2[C:12]([N+:13]([O-:15])=[O:14])=[CH:11][CH:10]=[CH:9][C:3]=2[C:4]([O:6][CH3:7])=[O:5])[CH2:25][CH2:24]1)=[O:22])([CH3:19])([CH3:17])[CH3:18]. The yield is 0.720.